Predict the product of the given reaction. From a dataset of Forward reaction prediction with 1.9M reactions from USPTO patents (1976-2016). (1) The product is: [CH3:4][C@H:5]1[CH2:10][CH2:9][C@H:8]([C@H:11]([NH:16][C:17]([C:19]2[C:28]([NH:29][C:30]([NH:32][C:33]3[C:34]([Cl:41])=[CH:35][C:36]([Cl:40])=[CH:37][C:38]=3[Cl:39])=[O:31])=[CH:27][C:26]3[C:21](=[CH:22][CH:23]=[CH:24][CH:25]=3)[CH:20]=2)=[O:18])[C:12]([OH:14])=[O:13])[CH2:7][CH2:6]1. Given the reactants O.[OH-].[Li+].[CH3:4][C@H:5]1[CH2:10][CH2:9][C@H:8]([C@H:11]([NH:16][C:17]([C:19]2[C:28]([NH:29][C:30]([NH:32][C:33]3[C:38]([Cl:39])=[CH:37][C:36]([Cl:40])=[CH:35][C:34]=3[Cl:41])=[O:31])=[CH:27][C:26]3[C:21](=[CH:22][CH:23]=[CH:24][CH:25]=3)[CH:20]=2)=[O:18])[C:12]([O:14]C)=[O:13])[CH2:7][CH2:6]1.CO.Cl, predict the reaction product. (2) Given the reactants [CH:1]#[C:2][CH2:3][NH:4][C@H:5]1[C:9]2[CH:10]=[CH:11][CH:12]=[CH:13][C:8]=2[CH2:7][CH2:6]1.C([O-])(=O)C([O-])=O.C#CCN[C@H]1C2C(=CC=CC=2)CC1.C#CCN[C@H]1C2C(=CC=CC=2)CC1.[C@H](O)(C(O)=O)[C@@H](O)C(O)=O.CS(O)(=O)=O.C#CCN[C@H]1C2C=CC=CC=2CC1, predict the reaction product. The product is: [CH:1]#[C:2][CH2:3][NH:4][C@H:5]1[C:9]2[CH:10]=[CH:11][CH:12]=[CH:13][C:8]=2[CH2:7][CH2:6]1. (3) Given the reactants [C:1](/[CH:3]=[CH:4]/[S:5]([C:8]1[CH:13]=[CH:12][C:11]([C:14]([CH3:19])([CH3:18])[C:15]([OH:17])=O)=[CH:10][CH:9]=1)(=[O:7])=[O:6])#[N:2].[NH2:20][C:21]1[CH:26]=[CH:25][CH:24]=[CH:23][C:22]=1[OH:27].Cl.CN(C)CCCN=C=NCC.ON1C2C=CC=CC=2N=N1, predict the reaction product. The product is: [C:1](/[CH:3]=[CH:4]/[S:5]([C:8]1[CH:9]=[CH:10][C:11]([C:14]([CH3:19])([CH3:18])[C:15]([NH:20][C:21]2[CH:26]=[CH:25][CH:24]=[CH:23][C:22]=2[OH:27])=[O:17])=[CH:12][CH:13]=1)(=[O:6])=[O:7])#[N:2]. (4) Given the reactants [OH:1][C:2]1[CH:3]=[C:4]([CH:9]=[CH:10][CH:11]=1)[C:5]([O:7][CH3:8])=[O:6].[C@@H:12](O)([CH2:14][CH3:15])[CH3:13].C1(P(C2C=CC=CC=2)C2C=CC=CC=2)C=CC=CC=1.CC(OC(/N=N/C(OC(C)C)=O)=O)C, predict the reaction product. The product is: [CH3:13][C@@H:12]([O:1][C:2]1[CH:3]=[C:4]([CH:9]=[CH:10][CH:11]=1)[C:5]([O:7][CH3:8])=[O:6])[CH2:14][CH3:15]. (5) Given the reactants [CH3:1][N:2]([CH3:24])[C:3]1[CH:8]=[CH:7][C:6]([C:9]2[NH:14][C:13](=[O:15])[C:12]([C:16]([O:18]C)=[O:17])=[C:11]([OH:20])[C:10]=2/[CH:21]=[CH:22]/[CH3:23])=[CH:5][CH:4]=1.[Li+].[I-].Cl, predict the reaction product. The product is: [CH3:1][N:2]([CH3:24])[C:3]1[CH:8]=[CH:7][C:6]([C:9]2[NH:14][C:13](=[O:15])[C:12]([C:16]([OH:18])=[O:17])=[C:11]([OH:20])[C:10]=2/[CH:21]=[CH:22]/[CH3:23])=[CH:5][CH:4]=1. (6) Given the reactants [NH2:1][C:2]1[N:3]=[C:4]([NH:17][C:18]2[CH:26]=[CH:25][C:21]([C:22](O)=[O:23])=[C:20]([Cl:27])[CH:19]=2)[S:5][C:6]=1[C:7](=[O:16])[C:8]1[C:13]([F:14])=[CH:12][CH:11]=[CH:10][C:9]=1[F:15].[CH3:28][N:29]([CH3:33])[CH2:30][CH2:31][NH2:32], predict the reaction product. The product is: [NH2:1][C:2]1[N:3]=[C:4]([NH:17][C:18]2[CH:26]=[CH:25][C:21]([C:22]([NH:32][CH2:31][CH2:30][N:29]([CH3:33])[CH3:28])=[O:23])=[C:20]([Cl:27])[CH:19]=2)[S:5][C:6]=1[C:7](=[O:16])[C:8]1[C:9]([F:15])=[CH:10][CH:11]=[CH:12][C:13]=1[F:14]. (7) Given the reactants [CH:1]([C:4]1[C:9](=[O:10])[NH:8][C:7](=[O:11])[NH:6][C:5]=1[C:12]([C:14]1[CH:15]=[C:16]([CH:19]=[C:20]([CH3:22])[CH:21]=1)[C:17]#[N:18])=[O:13])([CH3:3])[CH3:2].C(=O)([O-])[O-].[K+].[K+].Br[CH2:30][C:31]1[C:32]([F:40])=[N:33][CH:34]=[C:35]([N+:37]([O-:39])=[O:38])[CH:36]=1.[I-].[Li+], predict the reaction product. The product is: [F:40][C:32]1[C:31]([CH2:30][N:6]2[C:5]([C:12]([C:14]3[CH:15]=[C:16]([CH:19]=[C:20]([CH3:22])[CH:21]=3)[C:17]#[N:18])=[O:13])=[C:4]([CH:1]([CH3:3])[CH3:2])[C:9](=[O:10])[NH:8][C:7]2=[O:11])=[CH:36][C:35]([N+:37]([O-:39])=[O:38])=[CH:34][N:33]=1.